Dataset: Forward reaction prediction with 1.9M reactions from USPTO patents (1976-2016). Task: Predict the product of the given reaction. (1) Given the reactants Br[C:2]1[CH:9]=[C:8]2[N:4]([CH2:5][CH2:6][C:7]2=[O:10])[CH:3]=1.[B:11]1([B:11]2[O:15][C:14]([CH3:17])([CH3:16])[C:13]([CH3:19])([CH3:18])[O:12]2)[O:15][C:14]([CH3:17])([CH3:16])[C:13]([CH3:19])([CH3:18])[O:12]1.C([O-])(=O)C.[K+], predict the reaction product. The product is: [CH3:18][C:13]1([CH3:19])[C:14]([CH3:17])([CH3:16])[O:15][B:11]([C:2]2[CH:9]=[C:8]3[N:4]([CH2:5][CH2:6][C:7]3=[O:10])[CH:3]=2)[O:12]1. (2) Given the reactants [Cl:1][C:2]1[C:7]2=[CH:8][NH:9][N:10]=[C:6]2[CH:5]=[CH:4][N:3]=1.[CH3:11][C:12]1[CH:13]=[C:14]([CH2:24]O)[CH:15]=[N:16][C:17]=1[O:18][CH2:19][C:20]([F:23])([F:22])[F:21].C1(P(C2C=CC=CC=2)C2C=CC=CC=2)C=CC=CC=1.N(C(OCC)=O)=NC(OCC)=O.ClC1C2C=NN(CC3C=NC(OCC(F)(F)F)=C(C)C=3)C=2C=CN=1, predict the reaction product. The product is: [Cl:1][C:2]1[C:7]2=[CH:8][N:9]([CH2:24][C:14]3[CH:15]=[N:16][C:17]([O:18][CH2:19][C:20]([F:23])([F:22])[F:21])=[C:12]([CH3:11])[CH:13]=3)[N:10]=[C:6]2[CH:5]=[CH:4][N:3]=1.